The task is: Predict which catalyst facilitates the given reaction.. This data is from Catalyst prediction with 721,799 reactions and 888 catalyst types from USPTO. (1) Reactant: [Br:1][C:2]1[CH:3]=[N:4][N:5]2[CH:10]=[CH:9][C:8](Cl)=[N:7][C:6]=12.[CH:12]([C@H:15]1[CH2:19][O:18][C:17](=[O:20])[NH:16]1)([CH3:14])[CH3:13].[H-].[Na+].[NH4+].[Cl-]. Product: [Br:1][C:2]1[CH:3]=[N:4][N:5]2[CH:10]=[CH:9][C:8]([N:16]3[C@@H:15]([CH:12]([CH3:14])[CH3:13])[CH2:19][O:18][C:17]3=[O:20])=[N:7][C:6]=12. The catalyst class is: 3. (2) Reactant: [NH2:1][C:2]1[N:6]([C:7]2[CH:12]=[CH:11][C:10]([CH2:13][C:14]([O:16][CH2:17][CH3:18])=[O:15])=[CH:9][CH:8]=2)[N:5]=[C:4]([C:19]([CH3:22])([CH3:21])[CH3:20])[CH:3]=1.C([O-])([O-])=O.[K+].[K+].Cl[C:30]([O:32][C:33]1[CH:38]=[CH:37][CH:36]=[CH:35][CH:34]=1)=[O:31].O. Product: [C:19]([C:4]1[CH:3]=[C:2]([NH:1][C:30]([O:32][C:33]2[CH:38]=[CH:37][CH:36]=[CH:35][CH:34]=2)=[O:31])[N:6]([C:7]2[CH:8]=[CH:9][C:10]([CH2:13][C:14]([O:16][CH2:17][CH3:18])=[O:15])=[CH:11][CH:12]=2)[N:5]=1)([CH3:21])([CH3:20])[CH3:22]. The catalyst class is: 49. (3) The catalyst class is: 14. Product: [NH2:20][C:19]1[NH:24][N:23]=[C:17]([NH:16][C:4]2[CH:5]=[C:6]([Cl:15])[C:7]([C:8]([N:10]3[CH2:11][CH2:12][CH2:13][CH2:14]3)=[O:9])=[C:2]([Cl:1])[CH:3]=2)[N:18]=1. Reactant: [Cl:1][C:2]1[CH:3]=[C:4]([NH:16][CH2:17][N:18](SC)[C:19]#[N:20])[CH:5]=[C:6]([Cl:15])[C:7]=1[C:8]([N:10]1[CH2:14][CH2:13][CH2:12][CH2:11]1)=[O:9].[NH2:23][NH2:24]. (4) Reactant: C1(C2O[N:10]=[C:9]([C:12]([OH:14])=O)[N:8]=2)C=CC=CC=1.[ClH:15].N1C=N[N:19]2[C:24]([N:25]3[CH2:29][CH2:28][C@H:27]([NH2:30])[CH2:26]3)=[CH:23][N:22]=[CH:21][C:20]=12.C(N(CC)[CH:34]([CH3:36])[CH3:35])C.CN(C(ON1N=N[C:49]2[CH:50]=[CH:51][CH:52]=N[C:48]1=2)=[N+](C)C)C.F[P-](F)(F)(F)(F)F.C[N:64]([CH:66]=O)[CH3:65]. Product: [Cl:15][C:50]1[CH:51]=[CH:52][C:65]([N:64]2[CH:66]=[N:8][C:9]([C:12]([NH:30][C@H:27]3[CH2:28][CH2:29][N:25]([C:24]4[C:23]5[N:22]([CH:36]=[CH:34][CH:35]=5)[CH:21]=[CH:20][N:19]=4)[CH2:26]3)=[O:14])=[N:10]2)=[CH:48][CH:49]=1. The catalyst class is: 13. (5) Reactant: Br[C:2]1[C:3]2[C:4]([S:19][C:20]3[CH:25]=[CH:24][C:23]([Cl:26])=[CH:22][CH:21]=3)=[C:5]3[CH:14]([CH2:15][C:16]([OH:18])=[O:17])[CH2:13][CH2:12][N:6]3[C:7]=2[CH:8]=[C:9]([F:11])[CH:10]=1.C[Mg+].[Br-].[Li]C(CC)C.[F:35][C:36]([F:42])([F:41])[C:37](OC)=[O:38].[NH4+].[Cl-]. Product: [Cl:26][C:23]1[CH:22]=[CH:21][C:20]([S:19][C:4]2[C:3]3[C:2]([C:37](=[O:38])[C:36]([F:42])([F:41])[F:35])=[CH:10][C:9]([F:11])=[CH:8][C:7]=3[N:6]3[CH2:12][CH2:13][CH:14]([CH2:15][C:16]([OH:18])=[O:17])[C:5]=23)=[CH:25][CH:24]=1. The catalyst class is: 1. (6) Reactant: C[Si](OP(=O)=O)(C)C.[C:9]([C:11]1[CH:18]=[CH:17][C:14]([CH:15]=O)=[CH:13][CH:12]=1)#[N:10].[F:19][C:20]([F:32])([F:31])[C:21]1[CH:22]=[C:23]([NH:27][C:28]([NH2:30])=[S:29])[CH:24]=[CH:25][CH:26]=1.[C:33]([O:39][CH2:40][CH2:41][C:42]#[N:43])(=[O:38])[CH2:34][C:35]([CH3:37])=O. Product: [C:9]([C:11]1[CH:18]=[CH:17][C:14]([CH:15]2[C:34]([C:33]([O:39][CH2:40][CH2:41][C:42]#[N:43])=[O:38])=[C:35]([CH3:37])[N:27]([C:23]3[CH:24]=[CH:25][CH:26]=[C:21]([C:20]([F:19])([F:31])[F:32])[CH:22]=3)[C:28](=[S:29])[NH:30]2)=[CH:13][CH:12]=1)#[N:10]. The catalyst class is: 12. (7) Reactant: C(OC([N:11]1[CH2:19][CH2:18][C:13]2([O:17][CH2:16][CH2:15][O:14]2)[CH2:12]1)=O)C1C=CC=CC=1. Product: [O:14]1[C:13]2([CH2:18][CH2:19][NH:11][CH2:12]2)[O:17][CH2:16][CH2:15]1. The catalyst class is: 50. (8) Reactant: C([N:4]1[CH2:9][CH2:8][N:7]([C:10]2[CH:15]=[CH:14][C:13]([C:16]3[NH:20][N:19]=[CH:18][CH:17]=3)=[CH:12][CH:11]=2)[CH2:6][CH2:5]1)(=O)C.[OH-].[Na+]. Product: [NH:20]1[C:16]([C:13]2[CH:12]=[CH:11][C:10]([N:7]3[CH2:8][CH2:9][NH:4][CH2:5][CH2:6]3)=[CH:15][CH:14]=2)=[CH:17][CH:18]=[N:19]1. The catalyst class is: 33.